Dataset: Catalyst prediction with 721,799 reactions and 888 catalyst types from USPTO. Task: Predict which catalyst facilitates the given reaction. (1) Reactant: [F:1][C:2]1[CH:48]=[CH:47][C:5]([CH2:6][CH2:7][C:8]2[CH:30]=[C:29]([CH:31]([O:39][CH2:40][CH2:41][N:42]3[CH:46]=[CH:45][N:44]=[CH:43]3)[C:32]3[CH:37]=[CH:36][C:35]([F:38])=[CH:34][CH:33]=3)[CH:28]=[CH:27][C:9]=2[C:10]([NH:12][C@@H:13]([CH2:21][CH2:22][S:23]([CH3:26])(=[O:25])=[O:24])[C:14]([O:16]C(C)(C)C)=[O:15])=[O:11])=[CH:4][CH:3]=1.C(O)(C(F)(F)F)=O. Product: [F:1][C:2]1[CH:3]=[CH:4][C:5]([CH2:6][CH2:7][C:8]2[CH:30]=[C:29]([CH:31]([O:39][CH2:40][CH2:41][N:42]3[CH:46]=[CH:45][N:44]=[CH:43]3)[C:32]3[CH:37]=[CH:36][C:35]([F:38])=[CH:34][CH:33]=3)[CH:28]=[CH:27][C:9]=2[C:10]([NH:12][C@@H:13]([CH2:21][CH2:22][S:23]([CH3:26])(=[O:24])=[O:25])[C:14]([OH:16])=[O:15])=[O:11])=[CH:47][CH:48]=1. The catalyst class is: 4. (2) Reactant: [CH2:1]([N:8]([CH2:20][C:21]1[CH:26]=[CH:25][CH:24]=[CH:23][CH:22]=1)[C@@H:9]1[CH2:18][CH2:17][C:16]2[C:11](=[C:12](Br)[CH:13]=[CH:14][CH:15]=2)[CH2:10]1)[C:2]1[CH:7]=[CH:6][CH:5]=[CH:4][CH:3]=1.C([Li])CCC.[B:32](OCC)([O:36]CC)[O:33]CC. Product: [CH2:1]([N:8]([CH2:20][C:21]1[CH:26]=[CH:25][CH:24]=[CH:23][CH:22]=1)[C@H:9]1[CH2:10][C:11]2[C:12]([B:32]([OH:36])[OH:33])=[CH:13][CH:14]=[CH:15][C:16]=2[CH2:17][CH2:18]1)[C:2]1[CH:7]=[CH:6][CH:5]=[CH:4][CH:3]=1. The catalyst class is: 7. (3) Reactant: [NH2:1][CH2:2][C@@H:3]1[C@@H:11]([C@@:12]2([CH3:21])[CH2:17][CH2:16][C@H:15]([OH:18])[CH2:14][C@@H:13]2[CH2:19][OH:20])[CH2:10][CH2:9][C:8]2[C:7]([CH3:23])([CH3:22])[CH2:6][CH2:5][C:4]1=2.[CH3:24][N:25]=[C:26]=[S:27]. Product: [OH:18][C@H:15]1[CH2:16][CH2:17][C@@:12]([C@H:11]2[CH2:10][CH2:9][C:8]3[C:7]([CH3:23])([CH3:22])[CH2:6][CH2:5][C:4]=3[C@@H:3]2[CH2:2][NH:1][C:26]([NH:25][CH3:24])=[S:27])([CH3:21])[C@@H:13]([CH2:19][OH:20])[CH2:14]1. The catalyst class is: 1. (4) Reactant: [Br:1][C:2]1[CH:3]=[C:4]([S:9]([N:12]2[CH2:17][CH2:16][N:15]([CH3:18])[CH2:14][CH2:13]2)(=[O:11])=[O:10])[C:5](Cl)=[N:6][CH:7]=1.[CH3:19][O-:20].[Na+]. Product: [Br:1][C:2]1[CH:3]=[C:4]([S:9]([N:12]2[CH2:17][CH2:16][N:15]([CH3:18])[CH2:14][CH2:13]2)(=[O:11])=[O:10])[C:5]([O:20][CH3:19])=[N:6][CH:7]=1. The catalyst class is: 1. (5) Reactant: [Br:1][C:2]1[CH:7]=[C:6]([F:8])[C:5]([OH:9])=[C:4]([F:10])[CH:3]=1.C(=O)([O-])[O-].[Cs+].[Cs+].[F:17][C:18]([F:29])([F:28])[CH2:19]OS(C(F)(F)F)(=O)=O. Product: [Br:1][C:2]1[CH:7]=[C:6]([F:8])[C:5]([O:9][CH2:19][C:18]([F:29])([F:28])[F:17])=[C:4]([F:10])[CH:3]=1. The catalyst class is: 290. (6) Reactant: [NH2:1][C:2]1[CH:7]=[CH:6][C:5]([C:8]([N:10]2[CH2:15][CH2:14][N:13]([CH2:16][C:17]3[CH:22]=[CH:21][C:20]([C:23]([O:32][Si:33]([C:36]([CH3:39])([CH3:38])[CH3:37])([CH3:35])[CH3:34])([C:28]([F:31])([F:30])[F:29])[C:24]([F:27])([F:26])[F:25])=[CH:19][CH:18]=3)[CH2:12][CH2:11]2)=[O:9])=[CH:4][C:3]=1[F:40].[C:41](Cl)(=O)[O:42]C1C=CC([N+]([O-])=O)=CC=1.[NH2:54][C@@H:55]([CH2:58][CH3:59])[CH2:56][OH:57].C(N(CC)CC)C. Product: [Si:33]([O:32][C:23]([C:20]1[CH:19]=[CH:18][C:17]([CH2:16][N:13]2[CH2:14][CH2:15][N:10]([C:8]([C:5]3[CH:6]=[CH:7][C:2]([NH:1][C:41]([NH:54][C@@H:55]([CH2:58][CH3:59])[CH2:56][OH:57])=[O:42])=[C:3]([F:40])[CH:4]=3)=[O:9])[CH2:11][CH2:12]2)=[CH:22][CH:21]=1)([C:24]([F:25])([F:26])[F:27])[C:28]([F:31])([F:29])[F:30])([C:36]([CH3:37])([CH3:39])[CH3:38])([CH3:34])[CH3:35]. The catalyst class is: 4. (7) Reactant: Cl.[CH3:2][CH2:3][CH2:4][C@@H:5]1[CH2:10][CH2:9][C@H:8]([NH2:11])[CH2:7][CH2:6]1.C(=O)([O-])[O-].[K+].[K+].C([N+]1(C)[CH2:25][CH2:24][C:23](=[O:26])[CH2:22][CH2:21]1)C. Product: [CH3:2][CH2:3][CH2:4][C@@H:5]1[CH2:10][CH2:9][C@H:8]([N:11]2[CH2:25][CH2:24][C:23](=[O:26])[CH2:22][CH2:21]2)[CH2:7][CH2:6]1. The catalyst class is: 40. (8) Reactant: [Cl:1][O-].[Ca+2].Cl[O-].CC(OCC1C2C(=CC=CC=2)C(COC(C)=O)=C2C=1C=CC=C2)=O.[F:30][C:31]([F:45])([F:44])[O:32][C:33]1[CH:34]=[CH:35][CH:36]=[C:37]2[C:42]=1[O:41][CH2:40][CH2:39][C:38]2=[O:43]. Product: [Cl:1][C:35]1[CH:36]=[C:37]2[C:42](=[C:33]([O:32][C:31]([F:30])([F:44])[F:45])[CH:34]=1)[O:41][CH2:40][CH2:39][C:38]2=[O:43]. The catalyst class is: 192. (9) Reactant: Cl[C:2]1([NH:24][C:25]2[CH:30]=[CH:29][C:28]3[O:31][CH2:32][CH2:33][O:34][C:27]=3[CH:26]=2)[N:7]=[C:6]([NH:8][C:9]2[CH:14]=[CH:13][C:12]([C:15]([C:18](OCC)=[O:19])([CH3:17])[CH3:16])=[CH:11][CH:10]=2)[C:5]([F:23])=[CH:4][NH:3]1.C1COC2C=CC(NC3N=C(NC4C=CC(C(C)(C)CO)=CC=4)C(F)=CN=3)=CC=2O1.CC(C[AlH]CC(C)C)C. Product: [CH2:33]1[CH2:32][O:31][C:28]2[CH:29]=[CH:30][C:25]([NH:24][C:2]3[N:7]=[C:6]([NH:8][C:9]4[CH:14]=[CH:13][C:12]([C:15]([CH3:16])([CH3:17])[CH2:18][OH:19])=[CH:11][CH:10]=4)[C:5]([F:23])=[CH:4][N:3]=3)=[CH:26][C:27]=2[O:34]1. The catalyst class is: 4.